Dataset: Full USPTO retrosynthesis dataset with 1.9M reactions from patents (1976-2016). Task: Predict the reactants needed to synthesize the given product. Given the product [CH3:33][O:32][C@@H:5]([CH2:6][C:7]1[CH:8]=[CH:9][C:10]([O:13][CH2:14][CH2:15][CH2:16][CH2:17][O:18][C:19]2[CH:20]=[CH:21][C:22]([O:25][C:26]3[CH:31]=[CH:30][CH:29]=[CH:28][CH:27]=3)=[CH:23][CH:24]=2)=[CH:11][CH:12]=1)[C:4]([OH:34])=[O:3], predict the reactants needed to synthesize it. The reactants are: C([O:3][C:4](=[O:34])[C@@H:5]([O:32][CH3:33])[CH2:6][C:7]1[CH:12]=[CH:11][C:10]([O:13][CH2:14][CH2:15][CH2:16][CH2:17][O:18][C:19]2[CH:24]=[CH:23][C:22]([O:25][C:26]3[CH:31]=[CH:30][CH:29]=[CH:28][CH:27]=3)=[CH:21][CH:20]=2)=[CH:9][CH:8]=1)C.[Li+].[OH-].